This data is from Catalyst prediction with 721,799 reactions and 888 catalyst types from USPTO. The task is: Predict which catalyst facilitates the given reaction. (1) Reactant: [CH3:1][C:2]1(C)C(C)(C)OB(C=C)O1.Cl[C:13]1[CH:14]=[CH:15][C:16]2[N:17]([C:19]([CH2:22][NH:23][C:24](=[O:30])[O:25][C:26]([CH3:29])([CH3:28])[CH3:27])=[N:20][N:21]=2)[N:18]=1.C(=O)([O-])[O-].[Cs+].[Cs+].O. Product: [CH:1]([C:13]1[CH:14]=[CH:15][C:16]2[N:17]([C:19]([CH2:22][NH:23][C:24](=[O:30])[O:25][C:26]([CH3:29])([CH3:28])[CH3:27])=[N:20][N:21]=2)[N:18]=1)=[CH2:2]. The catalyst class is: 368. (2) Reactant: [CH3:1][O:2][C:3]([CH2:5][C:6]1[CH:7]=[C:8]([CH:14]=[CH:15][CH:16]=1)[O:9][CH2:10][CH2:11][CH2:12]Br)=[O:4].C(N(C(C)C)CC)(C)C.[CH3:26][NH:27][CH2:28][CH2:29][OH:30]. Product: [CH3:1][O:2][C:3]([CH2:5][C:6]1[CH:7]=[C:8]([CH:14]=[CH:15][CH:16]=1)[O:9][CH2:10][CH2:11][CH2:12][N:27]([CH2:28][CH2:29][OH:30])[CH3:26])=[O:4]. The catalyst class is: 3. (3) Product: [CH3:13][C@@H:14]([N:21]1[CH2:2][C:3](=[O:4])[C:5]2([CH2:6][CH2:7]2)[C:8]1=[O:10])[C:15]1[CH:20]=[CH:19][CH:18]=[CH:17][CH:16]=1. The catalyst class is: 1. Reactant: Br[CH2:2][C:3]([C:5]1([C:8]([O:10]CC)=O)[CH2:7][CH2:6]1)=[O:4].[CH3:13][C@@H:14]([NH2:21])[C:15]1[CH:20]=[CH:19][CH:18]=[CH:17][CH:16]=1.CCN(CC)CC. (4) Reactant: [F:1][C:2]1[CH:3]=[C:4]([CH:8]2[CH:13]([CH2:14][N:15]([C@@H:23]([C:25]3[C:34]4[C:29](=[CH:30][CH:31]=[CH:32][CH:33]=4)[CH:28]=[CH:27][CH:26]=3)[CH3:24])[C:16](=[O:22])[O:17][C:18]([CH3:21])([CH3:20])[CH3:19])[CH2:12][CH2:11][NH:10][CH2:9]2)[CH:5]=[CH:6][CH:7]=1.O=[CH:36][CH2:37][CH2:38][CH2:39][CH2:40][C:41]([O:43][CH3:44])=[O:42].C(O[BH-](OC(=O)C)OC(=O)C)(=O)C.[Na+].C(=O)([O-])O.[Na+]. Product: [C:18]([O:17][C:16]([N:15]([CH2:14][CH:13]1[CH2:12][CH2:11][N:10]([CH2:36][CH2:37][CH2:38][CH2:39][CH2:40][C:41]([O:43][CH3:44])=[O:42])[CH2:9][CH:8]1[C:4]1[CH:5]=[CH:6][CH:7]=[C:2]([F:1])[CH:3]=1)[C@@H:23]([C:25]1[C:34]2[C:29](=[CH:30][CH:31]=[CH:32][CH:33]=2)[CH:28]=[CH:27][CH:26]=1)[CH3:24])=[O:22])([CH3:19])([CH3:21])[CH3:20]. The catalyst class is: 4. (5) Reactant: Cl[S:2]([CH:5]1[CH2:10][CH2:9][N:8]([C:11]([O:13][CH2:14][C:15]2[CH:20]=[CH:19][CH:18]=[CH:17][CH:16]=2)=[O:12])[CH2:7][CH2:6]1)(=[O:4])=[O:3].[CH3:21][N:22]([CH3:26])[CH2:23][CH2:24][NH2:25]. Product: [CH3:21][N:22]([CH3:26])[CH2:23][CH2:24][NH:25][S:2]([CH:5]1[CH2:10][CH2:9][N:8]([C:11]([O:13][CH2:14][C:15]2[CH:20]=[CH:19][CH:18]=[CH:17][CH:16]=2)=[O:12])[CH2:7][CH2:6]1)(=[O:4])=[O:3]. The catalyst class is: 1. (6) Reactant: [OH:1][C:2]1[CH:3]=[C:4]2[C:9](=[CH:10][CH:11]=1)[NH:8][C:7]([C:12]([OH:14])=O)=[CH:6][C:5]2=[O:15].[CH2:16]([CH:23]1[CH2:28][CH2:27][NH:26][CH2:25][CH2:24]1)[C:17]1[CH:22]=[CH:21][CH:20]=[CH:19][CH:18]=1. Product: [CH2:16]([CH:23]1[CH2:28][CH2:27][N:26]([C:12]([C:7]2[NH:8][C:9]3[C:4]([C:5](=[O:15])[CH:6]=2)=[CH:3][C:2]([OH:1])=[CH:11][CH:10]=3)=[O:14])[CH2:25][CH2:24]1)[C:17]1[CH:22]=[CH:21][CH:20]=[CH:19][CH:18]=1. The catalyst class is: 27. (7) Reactant: [OH:1][C:2]1[CH:3]=[CH:4][C:5]2[CH2:11][C:10]([CH3:13])([CH3:12])[NH:9][C:8](=[O:14])[NH:7][C:6]=2[CH:15]=1.[OH-].[Na+].Br[CH2:19][CH2:20][CH2:21][CH2:22][Cl:23].O. Product: [Cl:23][CH2:22][CH2:21][CH2:20][CH2:19][O:1][C:2]1[CH:3]=[CH:4][C:5]2[CH2:11][C:10]([CH3:13])([CH3:12])[NH:9][C:8](=[O:14])[NH:7][C:6]=2[CH:15]=1. The catalyst class is: 16. (8) Reactant: [CH2:1]([O:3][C:4](=[O:18])[CH:5]=[C:6]1[CH2:10][CH2:9][N:8]([C:11]([O:13][C:14]([CH3:17])([CH3:16])[CH3:15])=[O:12])[CH2:7]1)[CH3:2]. Product: [CH2:1]([O:3][C:4](=[O:18])[CH2:5][CH:6]1[CH2:10][CH2:9][N:8]([C:11]([O:13][C:14]([CH3:17])([CH3:16])[CH3:15])=[O:12])[CH2:7]1)[CH3:2]. The catalyst class is: 256.